This data is from Forward reaction prediction with 1.9M reactions from USPTO patents (1976-2016). The task is: Predict the product of the given reaction. Given the reactants CO[C:3](=[O:24])[C:4]1[CH:9]=[CH:8][C:7]([O:10][CH2:11][C:12]2[C:13]([C:17]3[CH:22]=[CH:21][C:20]([F:23])=[CH:19][CH:18]=3)=[N:14][O:15][CH:16]=2)=[N:6][CH:5]=1.[CH3:25][C@H:26]([NH2:29])[CH2:27][OH:28], predict the reaction product. The product is: [F:23][C:20]1[CH:19]=[CH:18][C:17]([C:13]2[C:12]([CH2:11][O:10][C:7]3[CH:8]=[CH:9][C:4]([C:3]([NH:29][C@@H:26]([CH3:25])[CH2:27][OH:28])=[O:24])=[CH:5][N:6]=3)=[CH:16][O:15][N:14]=2)=[CH:22][CH:21]=1.